Task: Predict the product of the given reaction.. Dataset: Forward reaction prediction with 1.9M reactions from USPTO patents (1976-2016) Given the reactants CCN[C:4]([C@H:6]1[O:10][C@@H:9]([N:11]2[C:15]3[N:16]=[C:17](NCCC4C=CC(CCC(O)=O)=CC=4)[N:18]=[C:19]([NH2:20])[C:14]=3[N:13]=[CH:12]2)[C@H:8]([OH:35])[C@@H:7]1[OH:36])=[O:5].C(O)C(N)(CO)CO.Cl, predict the reaction product. The product is: [C@@H:9]1([N:11]2[C:15]3[N:16]=[CH:17][N:18]=[C:19]([NH2:20])[C:14]=3[N:13]=[CH:12]2)[O:10][C@H:6]([CH2:4][OH:5])[C@@H:7]([OH:36])[C@H:8]1[OH:35].